From a dataset of Reaction yield outcomes from USPTO patents with 853,638 reactions. Predict the reaction yield, written as a fraction of the theoretical maximum amount of product (1.0 means a 100% yield; for example, 0.34 means a 34% yield). (1) The reactants are C([O:3][C:4](=[O:14])[CH:5](C)[CH2:6][CH2:7][N:8]1[CH2:12][CH2:11][CH2:10][CH2:9]1)C.[CH3:15]O.[ClH:17]. No catalyst specified. The product is [ClH:17].[CH3:15][CH:6]([CH2:7][N:8]1[CH2:9][CH2:10][CH2:11][CH2:12]1)[CH2:5][C:4]([OH:3])=[O:14]. The yield is 0.810. (2) The reactants are [Br:1][C:2]1[CH:3]=[C:4]2[C:8](=[CH:9][C:10]=1[N+:11]([O-:13])=[O:12])[NH:7][CH2:6][CH2:5]2.C(C1C(=O)C(Cl)=C(Cl)C(=O)C=1C#N)#N. The catalyst is O1CCOCC1. The product is [Br:1][C:2]1[CH:3]=[C:4]2[C:8](=[CH:9][C:10]=1[N+:11]([O-:13])=[O:12])[NH:7][CH:6]=[CH:5]2. The yield is 0.380.